This data is from Catalyst prediction with 721,799 reactions and 888 catalyst types from USPTO. The task is: Predict which catalyst facilitates the given reaction. (1) Reactant: Cl[C:2]1[C:3]2[C:4](=[N:9][N:10]([CH2:12][C:13]3[CH:18]=[CH:17][C:16]([CH2:19][N:20]4[CH:24]=[CH:23][CH:22]=[N:21]4)=[CH:15][CH:14]=3)[CH:11]=2)[N:5]=[C:6]([Cl:8])[N:7]=1.CCN(C(C)C)C(C)C.C(N(C(C)C)C(C)C)C.[Cl:43][C:44]1[C:49]([CH2:50][NH2:51])=[C:48]([F:52])[C:47]([O:53][CH3:54])=[CH:46][CH:45]=1. Product: [N:20]1([CH2:19][C:16]2[CH:17]=[CH:18][C:13]([CH2:12][N:10]3[CH:11]=[C:3]4[C:4]([N:5]=[C:6]([Cl:8])[N:7]=[C:2]4[NH:51][CH2:50][C:49]4[C:44]([Cl:43])=[CH:45][CH:46]=[C:47]([O:53][CH3:54])[C:48]=4[F:52])=[N:9]3)=[CH:14][CH:15]=2)[CH:24]=[CH:23][CH:22]=[N:21]1. The catalyst class is: 51. (2) Reactant: [Cl:1][C:2]1[CH:10]=[CH:9][C:8]2[NH:7][C:6]3[CH2:11][CH2:12][CH2:13][N:14]([CH3:16])[CH2:15][C:5]=3[C:4]=2[CH:3]=1.[H-].[Na+].[O:19]1[CH2:21][CH:20]1[C:22]1[CH:27]=[CH:26][N:25]=[CH:24][CH:23]=1. Product: [Cl:1][C:2]1[CH:10]=[CH:9][C:8]2[N:7]([CH2:21][CH:20]([C:22]3[CH:27]=[CH:26][N:25]=[CH:24][CH:23]=3)[OH:19])[C:6]3[CH2:11][CH2:12][CH2:13][N:14]([CH3:16])[CH2:15][C:5]=3[C:4]=2[CH:3]=1. The catalyst class is: 3. (3) Reactant: [CH2:1]([NH:3][CH2:4][C:5]1[C:6]([CH3:12])=[C:7]([CH:9]=[CH:10][CH:11]=1)[NH2:8])[CH3:2].[C:21](O[C:21]([O:23][C:24]([CH3:27])([CH3:26])[CH3:25])=[O:22])([O:23][C:24]([CH3:27])([CH3:26])[CH3:25])=[O:22]. Product: [NH:8]([C:7]1[C:6]([CH3:12])=[C:5]([CH:11]=[CH:10][CH:9]=1)[CH2:4][N:3]([CH2:1][CH3:2])[C:21](=[O:22])[O:23][C:24]([CH3:25])([CH3:26])[CH3:27])[C:5]1[CH:6]=[CH:7][CH:9]=[CH:10][CH:11]=1. The catalyst class is: 1. (4) Reactant: [NH:1]1[CH:5]([C:6]([O:8][C:9]([CH3:12])([CH3:11])[CH3:10])=[O:7])[CH2:4][CH:3]=[N:2]1.[CH3:13][C:14]([O:17][C:18](O[C:18]([O:17][C:14]([CH3:16])([CH3:15])[CH3:13])=[O:19])=[O:19])([CH3:16])[CH3:15].C(N(CC)CC)C. Product: [N:1]1([C:18]([O:17][C:14]([CH3:16])([CH3:15])[CH3:13])=[O:19])[CH:5]([C:6]([O:8][C:9]([CH3:12])([CH3:11])[CH3:10])=[O:7])[CH2:4][CH:3]=[N:2]1. The catalyst class is: 4. (5) Reactant: [NH2:1][C:2]1[CH:18]=[CH:17][C:5]([O:6][C:7]2[CH:12]=[CH:11][N:10]=[C:9]([C:13]([NH:15][CH3:16])=[O:14])[CH:8]=2)=[CH:4][CH:3]=1.N1C=CC=CC=1.[Cl:25][C:26]([Cl:31])([Cl:30])[C:27](Cl)=[O:28]. Product: [CH3:16][NH:15][C:13](=[O:14])[C:9]1[CH:8]=[C:7]([O:6][C:5]2[CH:17]=[CH:18][C:2]([NH:1][C:27](=[O:28])[C:26]([Cl:31])([Cl:30])[Cl:25])=[CH:3][CH:4]=2)[CH:12]=[CH:11][N:10]=1. The catalyst class is: 4. (6) Reactant: [CH3:1][N:2]1[CH:6]=[C:5]([C:7]2[CH:12]=[C:11]([CH:13]=[CH2:14])[C:10]([N+:15]([O-])=O)=[CH:9][N:8]=2)[CH:4]=[N:3]1.C([O-])=O.[NH4+].N#N. Product: [CH2:13]([C:11]1[CH:12]=[C:7]([C:5]2[CH:4]=[N:3][N:2]([CH3:1])[CH:6]=2)[N:8]=[CH:9][C:10]=1[NH2:15])[CH3:14]. The catalyst class is: 19.